From a dataset of Forward reaction prediction with 1.9M reactions from USPTO patents (1976-2016). Predict the product of the given reaction. Given the reactants [OH:1]O.C([C:5]1[C:14](=O)[C:13]2[C:8](=[CH:9][CH:10]=[CH:11][CH:12]=2)[NH:7][C:6]=1CCCCCCC)=O, predict the reaction product. The product is: [NH:7]1[C:8]2[C:13](=[CH:12][CH:11]=[CH:10][CH:9]=2)[CH:14]=[CH:5][C:6]1=[O:1].